Task: Predict the reaction yield, written as a fraction of the theoretical maximum amount of product (1.0 means a 100% yield; for example, 0.34 means a 34% yield).. Dataset: Reaction yield outcomes from USPTO patents with 853,638 reactions The reactants are [Br:1][C:2]1[CH:3]=[C:4]([NH:9][C:10]([NH2:12])=[S:11])[CH:5]=[C:6]([Br:8])[CH:7]=1.BrBr.N. The catalyst is C(Cl)(Cl)Cl.O. The product is [Br:1][C:2]1[CH:7]=[C:6]([Br:8])[C:5]2[S:11][C:10]([NH2:12])=[N:9][C:4]=2[CH:3]=1. The yield is 0.980.